This data is from TCR-epitope binding with 47,182 pairs between 192 epitopes and 23,139 TCRs. The task is: Binary Classification. Given a T-cell receptor sequence (or CDR3 region) and an epitope sequence, predict whether binding occurs between them. (1) The epitope is QARQMVQAMRTIGTHP. The TCR CDR3 sequence is CASSSPLAGGGRETQYF. Result: 0 (the TCR does not bind to the epitope). (2) The epitope is VTEHDTLLY. The TCR CDR3 sequence is CASSLGYGTEAFF. Result: 1 (the TCR binds to the epitope). (3) The epitope is RLRAEAQVK. The TCR CDR3 sequence is CASSSRGQGGYEQYF. Result: 1 (the TCR binds to the epitope). (4) The epitope is FQPTNGVGY. The TCR CDR3 sequence is CASSLDGGLNTEAFF. Result: 0 (the TCR does not bind to the epitope).